Predict the reaction yield, written as a fraction of the theoretical maximum amount of product (1.0 means a 100% yield; for example, 0.34 means a 34% yield). From a dataset of Reaction yield outcomes from USPTO patents with 853,638 reactions. (1) The reactants are [CH2:1]([P:3]([O-:9])[O:4][CH2:5][CH2:6][CH2:7][CH3:8])[CH3:2].[C:10](#[N:13])[CH:11]=[CH2:12].[O-]CCCC.[Na+]. No catalyst specified. The product is [CH2:1]([P:3]([CH2:12][CH2:11][C:10]#[N:13])(=[O:9])[O:4][CH2:5][CH2:6][CH2:7][CH3:8])[CH3:2]. The yield is 0.910. (2) The reactants are [N+:1]([C:4]1[CH:24]=[CH:23][C:7]([C:8]([N:10]2[CH2:15][CH2:14][N:13]([C:16]([O:18][C:19]([CH3:22])([CH3:21])[CH3:20])=[O:17])[CH2:12][CH2:11]2)=[O:9])=[CH:6][CH:5]=1)([O-])=O.[H][H]. The catalyst is CO.[Pd]. The product is [NH2:1][C:4]1[CH:5]=[CH:6][C:7]([C:8]([N:10]2[CH2:11][CH2:12][N:13]([C:16]([O:18][C:19]([CH3:20])([CH3:22])[CH3:21])=[O:17])[CH2:14][CH2:15]2)=[O:9])=[CH:23][CH:24]=1. The yield is 0.930. (3) The reactants are [Br:1][C:2]1[CH:7]=[CH:6][C:5]([N:8]=[C:9]=[O:10])=[CH:4][C:3]=1[C:11]([F:14])([F:13])[F:12].[CH3:15][NH:16][C:17]([C:19]1[CH:24]=[C:23]([O:25][C:26]2[CH:32]=[CH:31][C:29]([NH2:30])=[CH:28][CH:27]=2)[CH:22]=[CH:21][N:20]=1)=[O:18]. The catalyst is C(Cl)Cl. The product is [Br:1][C:2]1[CH:7]=[CH:6][C:5]([NH:8][C:9]([NH:30][C:29]2[CH:28]=[CH:27][C:26]([O:25][C:23]3[CH:22]=[CH:21][N:20]=[C:19]([C:17](=[O:18])[NH:16][CH3:15])[CH:24]=3)=[CH:32][CH:31]=2)=[O:10])=[CH:4][C:3]=1[C:11]([F:12])([F:13])[F:14]. The yield is 0.900. (4) The yield is 0.650. The catalyst is CN(C=O)C. The reactants are [C:1]([S:5]([C:8]1[CH:9]=[C:10]2[C:15](=[CH:16][C:17]=1[O:18]C)[N:14]=[CH:13][N:12]=[C:11]2[NH:20][C:21]1[CH:22]=[CH:23][C:24]2[S:28][CH:27]=[N:26][C:25]=2[CH:29]=1)(=[O:7])=[O:6])([CH3:4])([CH3:3])[CH3:2]. The product is [S:28]1[C:24]2[CH:23]=[CH:22][C:21]([NH:20][C:11]3[C:10]4[C:15](=[CH:16][C:17]([OH:18])=[C:8]([S:5]([C:1]([CH3:3])([CH3:2])[CH3:4])(=[O:6])=[O:7])[CH:9]=4)[N:14]=[CH:13][N:12]=3)=[CH:29][C:25]=2[N:26]=[CH:27]1. (5) The reactants are [CH2:1]([N:3]1[CH2:8][CH2:7][N:6]([CH:9]2[CH2:14][CH2:13][N:12](C(OC(C)(C)C)=O)[CH2:11][CH2:10]2)[CH2:5][CH2:4]1)[CH3:2].CO.ClCCl.Cl. The catalyst is C(O)(C)C.O. The product is [CH2:1]([N:3]1[CH2:8][CH2:7][N:6]([CH:9]2[CH2:14][CH2:13][NH:12][CH2:11][CH2:10]2)[CH2:5][CH2:4]1)[CH3:2]. The yield is 0.870. (6) The reactants are [CH2:1]([O:23][C:24]1[CH:60]=[CH:59][C:27]([C:28]([C:30]2[CH:35]=[CH:34][C:33]([O:36][CH2:37][CH2:38][CH2:39][CH2:40][CH2:41][CH2:42][CH2:43][CH2:44][CH2:45][CH2:46][CH2:47][CH2:48][CH2:49][CH2:50][CH2:51][CH2:52][CH2:53][CH2:54][CH2:55][CH2:56][CH2:57][CH3:58])=[CH:32][CH:31]=2)=[O:29])=[CH:26][CH:25]=1)[CH2:2][CH2:3][CH2:4][CH2:5][CH2:6][CH2:7][CH2:8][CH2:9][CH2:10][CH2:11][CH2:12][CH2:13][CH2:14][CH2:15][CH2:16][CH2:17][CH2:18][CH2:19][CH2:20][CH2:21][CH3:22].C1COCC1.[BH4-].[Na+].Cl. The catalyst is CO. The product is [CH2:1]([O:23][C:24]1[CH:25]=[CH:26][C:27]([CH:28]([OH:29])[C:30]2[CH:35]=[CH:34][C:33]([O:36][CH2:37][CH2:38][CH2:39][CH2:40][CH2:41][CH2:42][CH2:43][CH2:44][CH2:45][CH2:46][CH2:47][CH2:48][CH2:49][CH2:50][CH2:51][CH2:52][CH2:53][CH2:54][CH2:55][CH2:56][CH2:57][CH3:58])=[CH:32][CH:31]=2)=[CH:59][CH:60]=1)[CH2:2][CH2:3][CH2:4][CH2:5][CH2:6][CH2:7][CH2:8][CH2:9][CH2:10][CH2:11][CH2:12][CH2:13][CH2:14][CH2:15][CH2:16][CH2:17][CH2:18][CH2:19][CH2:20][CH2:21][CH3:22]. The yield is 0.990. (7) The reactants are Cl[C:2]1[CH:7]=[C:6]([O:8][C:9]2[C:14]([F:15])=[CH:13][C:12]([NH:16][C:17]([C:19]3([C:22]([NH:24][C:25]4[CH:30]=[CH:29][C:28]([F:31])=[CH:27][CH:26]=4)=[O:23])[CH2:21][CH2:20]3)=[O:18])=[C:11]([F:32])[CH:10]=2)[CH:5]=[CH:4][N:3]=1.[CH3:33][C:34]([CH3:39])([CH3:38])[C:35]([NH2:37])=[O:36].CC1(C)C2C(=C(P(C3C=CC=CC=3)C3C=CC=CC=3)C=CC=2)OC2C(P(C3C=CC=CC=3)C3C=CC=CC=3)=CC=CC1=2.C(=O)([O-])[O-].[Cs+].[Cs+]. The catalyst is O1CCOCC1.CC([O-])=O.CC([O-])=O.[Pd+2]. The product is [F:32][C:11]1[CH:10]=[C:9]([O:8][C:6]2[CH:5]=[CH:4][N:3]=[C:2]([NH:37][C:35](=[O:36])[C:34]([CH3:39])([CH3:38])[CH3:33])[CH:7]=2)[C:14]([F:15])=[CH:13][C:12]=1[NH:16][C:17]([C:19]1([C:22]([NH:24][C:25]2[CH:30]=[CH:29][C:28]([F:31])=[CH:27][CH:26]=2)=[O:23])[CH2:21][CH2:20]1)=[O:18]. The yield is 0.400. (8) The reactants are C(O[C:4](=[N:6][C:7](=O)[C:8]1[CH:13]=[CH:12][C:11]([Br:14])=[CH:10][CH:9]=1)[CH3:5])C.Cl.[NH:17]([C:19]1[CH:24]=[CH:23][C:22]([S:25]([NH2:28])(=[O:27])=[O:26])=[CH:21][CH:20]=1)[NH2:18].C(N(CC)CC)C.O. The catalyst is ClCCl.CO. The product is [Br:14][C:11]1[CH:10]=[CH:9][C:8]([C:7]2[N:17]([C:19]3[CH:20]=[CH:21][C:22]([S:25]([NH2:28])(=[O:27])=[O:26])=[CH:23][CH:24]=3)[N:18]=[C:4]([CH3:5])[N:6]=2)=[CH:13][CH:12]=1. The yield is 0.730. (9) The reactants are [NH2:1][C:2]1[CH:7]=[CH:6][N:5]=[C:4](C(OCC)=O)[N:3]=1.[CH3:13][Mg]Br.[O:16]1[CH2:20][CH2:19]CC1. No catalyst specified. The product is [NH2:1][C:2]1[CH:7]=[CH:6][N:5]=[C:4]([C:20]([OH:16])([CH3:19])[CH3:13])[N:3]=1. The yield is 0.320.